Dataset: Forward reaction prediction with 1.9M reactions from USPTO patents (1976-2016). Task: Predict the product of the given reaction. Given the reactants [CH:1]1([C:4]2[NH:8][C:7]3[CH:9]=[C:10]([C:26]4[C:27]([CH3:32])=[N:28][O:29][C:30]=4[CH3:31])[CH:11]=[C:12]([C:13]([OH:25])([C:19]4[CH:20]=[N:21][CH:22]=[CH:23][CH:24]=4)[CH:14]4[CH2:18][CH2:17][CH2:16][O:15]4)[C:6]=3[N:5]=2)[CH2:3][CH2:2]1.C1C=C(Cl)C=C(C(OO)=[O:41])C=1, predict the reaction product. The product is: [CH:1]1([C:4]2[NH:8][C:7]3[CH:9]=[C:10]([C:26]4[C:27]([CH3:32])=[N:28][O:29][C:30]=4[CH3:31])[CH:11]=[C:12]([C:13]([OH:25])([CH:14]4[CH2:18][CH2:17][CH2:16][O:15]4)[C:19]4[CH:20]=[N+:21]([O-:41])[CH:22]=[CH:23][CH:24]=4)[C:6]=3[N:5]=2)[CH2:3][CH2:2]1.